From a dataset of Tyrosyl-DNA phosphodiesterase HTS with 341,365 compounds. Binary Classification. Given a drug SMILES string, predict its activity (active/inactive) in a high-throughput screening assay against a specified biological target. The molecule is Clc1cc(NC(=O)C(Oc2c(nccc2)[N+]([O-])=O)C)ccc1. The result is 0 (inactive).